This data is from Full USPTO retrosynthesis dataset with 1.9M reactions from patents (1976-2016). The task is: Predict the reactants needed to synthesize the given product. (1) The reactants are: [OH:1][C:2]1[CH:7]=[CH:6][C:5]([CH2:8][CH2:9][CH2:10][CH:11]2[O:15][CH2:14][CH2:13][O:12]2)=[CH:4][CH:3]=1.Cl[CH2:17][C:18]1[N:19]=[C:20]([C:24]2[CH:29]=[CH:28][CH:27]=[CH:26][CH:25]=2)[S:21][C:22]=1[CH3:23].C(=O)([O-])[O-].[K+].[K+].CN(C)C=O. Given the product [O:15]1[CH2:14][CH2:13][O:12][CH:11]1[CH2:10][CH2:9][CH2:8][C:5]1[CH:6]=[CH:7][C:2]([O:1][CH2:17][C:18]2[N:19]=[C:20]([C:24]3[CH:29]=[CH:28][CH:27]=[CH:26][CH:25]=3)[S:21][C:22]=2[CH3:23])=[CH:3][CH:4]=1, predict the reactants needed to synthesize it. (2) Given the product [N:36]([C@:7]12[CH2:6][CH2:5][C@@H:4]([C:2]([CH3:1])=[CH2:3])[C@@H:8]1[C@@H:9]1[C@@:22]([CH3:25])([CH2:23][CH2:24]2)[C@@:21]2([CH3:26])[C@@H:12]([C@:13]3([CH3:30])[C@@H:18]([CH2:19][CH2:20]2)[C:17]([CH3:28])([CH3:27])[C@@H:16]([OH:29])[CH2:15][CH2:14]3)[CH2:11][CH2:10]1)=[C:39]=[O:42], predict the reactants needed to synthesize it. The reactants are: [CH3:1][C:2]([C@H:4]1[C@@H:8]2[C@@H:9]3[C@@:22]([CH3:25])([CH2:23][CH2:24][C@@:7]2(C(O)=O)[CH2:6][CH2:5]1)[C@@:21]1([CH3:26])[C@@H:12]([C@:13]2([CH3:30])[C@@H:18]([CH2:19][CH2:20]1)[C:17]([CH3:28])([CH3:27])[C@@H:16]([OH:29])[CH2:15][CH2:14]2)[CH2:11][CH2:10]3)=[CH2:3].C([N:36]([CH2:39]C)CC)C.P(N=[N+]=[N-])(=O)(OC1C=CC=CC=1)[O:42]C1C=CC=CC=1. (3) Given the product [S:39](=[O:41])(=[O:40])([O:11][CH2:10][C@H:8]1[C@@H:9]([OH:47])[C@@H:5]([OH:4])[C@H:6]([N:12]2[C:13]3[N:14]=[CH:15][N:16]=[C:17]([NH:21][C@@H:22]4[C:30]5[C:25](=[CH:26][CH:27]=[CH:28][CH:29]=5)[CH2:24][CH2:23]4)[C:18]=3[CH:37]=[CH:36]2)[O:7]1)[NH2:42], predict the reactants needed to synthesize it. The reactants are: C([O:4][C@H:5]1[CH2:9][C@H:8]([CH2:10][OH:11])[O:7][C@H:6]1[N:12]1C=N[C:18]2[C:13]1=[N:14][CH:15]=[N:16][C:17]=2[NH:21][C@@H:22]1[C:30]2[C:25](=[CH:26][CH:27]=[CH:28][CH:29]=2)[CH2:24][CH2:23]1)(=O)C.C(N([CH2:36][CH3:37])CC)C.Cl[S:39]([NH2:42])(=[O:41])=[O:40].CN(C=[O:47])C. (4) Given the product [NH2:10][C:9]1[CH:11]=[CH:12][C:13]([C:15]([F:18])([F:17])[F:16])=[CH:14][C:8]=1[C:5]1[N:6]=[CH:7][C:2]([C:19]#[N:20])=[N:3][CH:4]=1, predict the reactants needed to synthesize it. The reactants are: Br[C:2]1[N:3]=[CH:4][C:5]([C:8]2[CH:14]=[C:13]([C:15]([F:18])([F:17])[F:16])[CH:12]=[CH:11][C:9]=2[NH2:10])=[N:6][CH:7]=1.[CH3:19][N:20](C)C=O.